Dataset: Peptide-MHC class I binding affinity with 185,985 pairs from IEDB/IMGT. Task: Regression. Given a peptide amino acid sequence and an MHC pseudo amino acid sequence, predict their binding affinity value. This is MHC class I binding data. (1) The peptide sequence is GEKSRCYSIY. The MHC is HLA-A23:01 with pseudo-sequence HLA-A23:01. The binding affinity (normalized) is 0. (2) The binding affinity (normalized) is 0. The peptide sequence is QYVRSGKDHV. The MHC is HLA-A01:01 with pseudo-sequence HLA-A01:01. (3) The MHC is Mamu-B03 with pseudo-sequence Mamu-B03. The peptide sequence is IRQGLELTL. The binding affinity (normalized) is 0.765. (4) The peptide sequence is VVFSFYVL. The MHC is H-2-Db with pseudo-sequence H-2-Db. The binding affinity (normalized) is 0.415. (5) The peptide sequence is PAEMLANI. The MHC is HLA-A02:06 with pseudo-sequence HLA-A02:06. The binding affinity (normalized) is 0. (6) The peptide sequence is KVIEKMEVL. The MHC is HLA-A03:01 with pseudo-sequence HLA-A03:01. The binding affinity (normalized) is 0.0847. (7) The MHC is HLA-B15:03 with pseudo-sequence HLA-B15:03. The peptide sequence is AQYASTLSV. The binding affinity (normalized) is 1.00. (8) The peptide sequence is KNENDQYIY. The MHC is HLA-A30:02 with pseudo-sequence HLA-A30:02. The binding affinity (normalized) is 1.00. (9) The peptide sequence is LPIHTAEL. The MHC is H-2-Kb with pseudo-sequence H-2-Kb. The binding affinity (normalized) is 0.118. (10) The peptide sequence is MTLYTIAI. The MHC is H-2-Db with pseudo-sequence H-2-Db. The binding affinity (normalized) is 0.